This data is from Catalyst prediction with 721,799 reactions and 888 catalyst types from USPTO. The task is: Predict which catalyst facilitates the given reaction. Reactant: [Br:1][C:2]1[C:3]2[C:4]3[CH2:19][CH2:18][N:17]([C:20]([O:22][C:23]([CH3:26])([CH3:25])[CH3:24])=[O:21])[CH2:16][CH2:15][C:5]=3[N:6]([CH2:11][C:12](O)=O)[C:7]=2[CH:8]=[CH:9][CH:10]=1.C(N(CC)CC)C.ClC(OCC(C)C)=O.[C:42]1([NH2:49])[CH:47]=[CH:46][CH:45]=[CH:44][C:43]=1[NH2:48].C(O)(=O)C. Product: [NH:48]1[C:43]2[CH:44]=[CH:45][CH:46]=[CH:47][C:42]=2[N:49]=[C:12]1[CH2:11][N:6]1[C:7]2[CH:8]=[CH:9][CH:10]=[C:2]([Br:1])[C:3]=2[C:4]2[CH2:19][CH2:18][N:17]([C:20]([O:22][C:23]([CH3:26])([CH3:25])[CH3:24])=[O:21])[CH2:16][CH2:15][C:5]1=2. The catalyst class is: 49.